Predict the reactants needed to synthesize the given product. From a dataset of Full USPTO retrosynthesis dataset with 1.9M reactions from patents (1976-2016). (1) The reactants are: [F:1][C:2]1[CH:11]=[C:10]2[C:5]([CH2:6][CH2:7][CH2:8][CH:9]2[C:12]([OH:14])=O)=[CH:4][CH:3]=1.[CH3:15][N:16]([CH3:33])[C:17]1[CH:22]=[CH:21][C:20]([CH2:23][NH:24][C:25]2[CH:30]=[CH:29][C:28]([O:31][CH3:32])=[CH:27][CH:26]=2)=[CH:19][CH:18]=1. Given the product [CH3:15][N:16]([CH3:33])[C:17]1[CH:18]=[CH:19][C:20]([CH2:23][N:24]([C:25]2[CH:26]=[CH:27][C:28]([O:31][CH3:32])=[CH:29][CH:30]=2)[C:12]([CH:9]2[C:10]3[C:5](=[CH:4][CH:3]=[C:2]([F:1])[CH:11]=3)[CH2:6][CH2:7][CH2:8]2)=[O:14])=[CH:21][CH:22]=1, predict the reactants needed to synthesize it. (2) Given the product [CH:8]([O:11][C:12]1[CH:13]=[C:14]([CH:18]=[C:19]([O:21][C:22]2[CH:27]=[CH:26][CH:25]=[CH:24][CH:23]=2)[CH:20]=1)[C:15]([NH:7][C:5]1[S:6][C:2]([Br:1])=[CH:3][N:4]=1)=[O:16])([CH3:10])[CH3:9], predict the reactants needed to synthesize it. The reactants are: [Br:1][C:2]1[S:6][C:5]([NH2:7])=[N:4][CH:3]=1.[CH:8]([O:11][C:12]1[CH:13]=[C:14]([CH:18]=[C:19]([O:21][C:22]2[CH:27]=[CH:26][CH:25]=[CH:24][CH:23]=2)[CH:20]=1)[C:15](O)=[O:16])([CH3:10])[CH3:9]. (3) Given the product [C:1]([O:5][C:6]([C@H:8]1[NH:13][C:12]([CH3:18])([C:14]([NH:21][NH2:22])=[O:15])[CH2:11][C:10](=[O:19])[N:9]1[CH3:20])=[O:7])([CH3:4])([CH3:3])[CH3:2], predict the reactants needed to synthesize it. The reactants are: [C:1]([O:5][C:6]([C@H:8]1[NH:13][C:12]([CH3:18])([C:14](OC)=[O:15])[CH2:11][C:10](=[O:19])[N:9]1[CH3:20])=[O:7])([CH3:4])([CH3:3])[CH3:2].[NH2:21][NH2:22]. (4) Given the product [Br:1][C:2]1[CH:11]=[CH:10][C:5]([CH2:6][NH2:7])=[CH:4][CH:3]=1, predict the reactants needed to synthesize it. The reactants are: [Br:1][C:2]1[CH:11]=[CH:10][C:5]([CH2:6][N:7]=[N+]=[N-])=[CH:4][CH:3]=1.C1(P(C2C=CC=CC=2)C2C=CC=CC=2)C=CC=CC=1.